The task is: Predict the reaction yield, written as a fraction of the theoretical maximum amount of product (1.0 means a 100% yield; for example, 0.34 means a 34% yield).. This data is from Reaction yield outcomes from USPTO patents with 853,638 reactions. The reactants are [CH3:1][C@@:2]([S:25]([CH3:28])(=[O:27])=[O:26])([CH2:8][CH2:9][C:10]1[CH:15]=[CH:14][C:13]([B:16]2[O:20][C:19]([CH3:22])([CH3:21])[C:18]([CH3:24])([CH3:23])[O:17]2)=[CH:12][CH:11]=1)[C:3]([O:5]CC)=[O:4].[OH-].[Li+].BrC1C=CC(CCC(C)(S(C)(=O)=O)C(O)=O)=CC=1. No catalyst specified. The product is [CH3:1][C@@:2]([S:25]([CH3:28])(=[O:26])=[O:27])([CH2:8][CH2:9][C:10]1[CH:11]=[CH:12][C:13]([B:16]2[O:20][C:19]([CH3:21])([CH3:22])[C:18]([CH3:23])([CH3:24])[O:17]2)=[CH:14][CH:15]=1)[C:3]([OH:5])=[O:4]. The yield is 0.760.